This data is from Forward reaction prediction with 1.9M reactions from USPTO patents (1976-2016). The task is: Predict the product of the given reaction. (1) Given the reactants [CH2:1]([N:8]([CH3:21])[CH2:9][C:10]1[N:19]=[C:18](Cl)[C:17]2[C:12](=[CH:13][CH:14]=[CH:15][CH:16]=2)[N:11]=1)[C:2]1[CH:7]=[CH:6][CH:5]=[CH:4][CH:3]=1.[CH3:22][N:23]([CH3:28])[CH2:24][CH2:25][CH2:26][NH2:27], predict the reaction product. The product is: [CH3:22][N:23]([CH3:28])[CH2:24][CH2:25][CH2:26][NH:27][C:18]1[C:17]2[C:12](=[CH:13][CH:14]=[CH:15][CH:16]=2)[N:11]=[C:10]([CH2:9][N:8]([CH3:21])[CH2:1][C:2]2[CH:7]=[CH:6][CH:5]=[CH:4][CH:3]=2)[N:19]=1. (2) Given the reactants [N:1]1[NH:2][N:3]=[C:4]([C:6]([O:8][CH2:9][CH3:10])=[O:7])[CH:5]=1.[C:11]([O-])([O-])=O.[K+].[K+].CI, predict the reaction product. The product is: [CH3:11][N:2]1[N:3]=[C:4]([C:6]([O:8][CH2:9][CH3:10])=[O:7])[CH:5]=[N:1]1. (3) Given the reactants C[O:2][C:3]1[CH:8]=[CH:7][C:6]([N:9]2[CH2:14][CH2:13][N:12]([CH2:15][CH2:16][C:17]3[CH:22]=[CH:21][CH:20]=[CH:19][CH:18]=3)[CH2:11][CH2:10]2)=[CH:5][CH:4]=1.C(=O)([O-])O.[Na+], predict the reaction product. The product is: [CH2:15]([N:12]1[CH2:11][CH2:10][N:9]([C:6]2[CH:5]=[CH:4][C:3]([OH:2])=[CH:8][CH:7]=2)[CH2:14][CH2:13]1)[CH2:16][C:17]1[CH:18]=[CH:19][CH:20]=[CH:21][CH:22]=1. (4) Given the reactants [N:1]1([B-:6]([N:17]2[CH:21]=[CH:20][CH:19]=[N:18]2)([N:12]2[CH:16]=[CH:15][CH:14]=[N:13]2)[N:7]2[CH:11]=[CH:10][CH:9]=[N:8]2)[CH:5]=[CH:4][CH:3]=[N:2]1.[Na+].[Cl-].[Mg+2:24].[Cl-], predict the reaction product. The product is: [N:1]1([B-:6]([N:7]2[CH:11]=[CH:10][CH:9]=[N:8]2)([N:12]2[CH:16]=[CH:15][CH:14]=[N:13]2)[N:17]2[CH:21]=[CH:20][CH:19]=[N:18]2)[CH:5]=[CH:4][CH:3]=[N:2]1.[Mg+2:24].[N:1]1([B-:6]([N:7]2[CH:11]=[CH:10][CH:9]=[N:8]2)([N:12]2[CH:16]=[CH:15][CH:14]=[N:13]2)[N:17]2[CH:21]=[CH:20][CH:19]=[N:18]2)[CH:5]=[CH:4][CH:3]=[N:2]1. (5) Given the reactants C(O)(=O)C.C([N:12]1[CH2:24][CH2:23][C:15]2([CH2:20][C:19](=[O:21])[NH:18][C:17](=[O:22])[CH2:16]2)[CH2:14][CH2:13]1)C1C=CC=CC=1, predict the reaction product. The product is: [CH2:20]1[C:15]2([CH2:14][CH2:13][NH:12][CH2:24][CH2:23]2)[CH2:16][C:17](=[O:22])[NH:18][C:19]1=[O:21].